Dataset: Catalyst prediction with 721,799 reactions and 888 catalyst types from USPTO. Task: Predict which catalyst facilitates the given reaction. (1) Reactant: [CH3:1]N(C)CCCN=C=NCC.[N:12]1[CH:17]=[CH:16][CH:15]=[CH:14][C:13]=1[CH2:18][C:19]([N:21]1[C:29]2[C:24](=[CH:25][C:26]([NH:30][C:31]([C:33]3[CH:38]=[CH:37][CH:36]=[CH:35][C:34]=3[C:39]3[CH:44]=[CH:43][C:42]([C:45]([OH:47])=[O:46])=[CH:41][CH:40]=3)=[O:32])=[CH:27][CH:28]=2)[CH2:23][CH2:22]1)=[O:20].CO.ON1C2C=CC=CC=2N=N1. Product: [N:12]1[CH:17]=[CH:16][CH:15]=[CH:14][C:13]=1[CH2:18][C:19]([N:21]1[C:29]2[C:24](=[CH:25][C:26]([NH:30][C:31]([C:33]3[CH:38]=[CH:37][CH:36]=[CH:35][C:34]=3[C:39]3[CH:40]=[CH:41][C:42]([C:45]([O:47][CH3:1])=[O:46])=[CH:43][CH:44]=3)=[O:32])=[CH:27][CH:28]=2)[CH2:23][CH2:22]1)=[O:20]. The catalyst class is: 255. (2) Reactant: [F:1][C:2]([F:22])([F:21])[C:3]1[CH:4]=[C:5]([CH:14]=[C:15]([C:17]([F:20])([F:19])[F:18])[CH:16]=1)[CH2:6][NH:7][C:8]1[N:9]=[N:10][N:11]([CH3:13])[N:12]=1.CC(C)([O-])C.[K+].Br[CH2:30][C:31]1[CH:36]=[C:35]([C:37]([F:40])([F:39])[F:38])[CH:34]=[CH:33][C:32]=1[C:41]1([O:47][CH3:48])[CH2:46][CH2:45][CH2:44][CH2:43][CH2:42]1. Product: [CH3:48][O:47][C:41]1([C:32]2[CH:33]=[CH:34][C:35]([C:37]([F:38])([F:40])[F:39])=[CH:36][C:31]=2[CH2:30][N:7]([CH2:6][C:5]2[CH:4]=[C:3]([C:2]([F:1])([F:21])[F:22])[CH:16]=[C:15]([C:17]([F:19])([F:20])[F:18])[CH:14]=2)[C:8]2[N:9]=[N:10][N:11]([CH3:13])[N:12]=2)[CH2:42][CH2:43][CH2:44][CH2:45][CH2:46]1. The catalyst class is: 7. (3) Reactant: [Cl:1][C:2]1[CH:7]=[CH:6][CH:5]=[CH:4][C:3]=1[C:8]1[C:13]([C:14](O)=O)=[CH:12][N:11]=[C:10]([CH2:17][N:18]2[N:22]=[N:21][C:20]([C:23]([F:26])([F:25])[F:24])=[N:19]2)[N:9]=1.N1C(C)=CC=CC=1C.CS(Cl)(=O)=O.[NH2:40][C:41]1[C:49]([CH3:50])=[CH:48][C:47]([Cl:51])=[CH:46][C:42]=1[C:43]([OH:45])=[O:44]. Product: [Cl:51][C:47]1[CH:48]=[C:49]([CH3:50])[C:41]2[N:40]=[C:14]([C:13]3[C:8]([C:3]4[CH:4]=[CH:5][CH:6]=[CH:7][C:2]=4[Cl:1])=[N:9][C:10]([CH2:17][N:18]4[N:22]=[N:21][C:20]([C:23]([F:24])([F:26])[F:25])=[N:19]4)=[N:11][CH:12]=3)[O:44][C:43](=[O:45])[C:42]=2[CH:46]=1. The catalyst class is: 10. (4) Reactant: [F:1][C:2]1[CH:3]=[C:4]([OH:11])[CH:5]=[CH:6][C:7]=1[N+:8]([O-:10])=[O:9].Cl[C:13]1[CH:18]=[CH:17][N:16]=[C:15]([NH2:19])[CH:14]=1.Cl. Product: [F:1][C:2]1[CH:3]=[C:4]([CH:5]=[CH:6][C:7]=1[N+:8]([O-:10])=[O:9])[O:11][C:13]1[CH:18]=[CH:17][N:16]=[C:15]([NH2:19])[CH:14]=1. The catalyst class is: 37. (5) Reactant: [N+:1]([C:4]1[CH:8]=[CH:7][N:6]([S:9]([CH2:12][CH2:13][C:14]2[CH:19]=[CH:18][CH:17]=[CH:16][CH:15]=2)(=[O:11])=[O:10])[CH:5]=1)([O-])=O.[N:20]1[CH:25]=[CH:24][CH:23]=[CH:22][C:21]=1[C:26](O[C:26](=[O:27])[C:21]1[CH:22]=[CH:23][CH:24]=[CH:25][N:20]=1)=[O:27].[Sn].ClC(Cl)C. The catalyst class is: 478. Product: [CH2:12]([S:9]([N:6]1[CH:7]=[CH:8][C:4]([NH:1][C:26](=[O:27])[C:21]2[CH:22]=[CH:23][CH:24]=[CH:25][N:20]=2)=[CH:5]1)(=[O:11])=[O:10])[CH2:13][C:14]1[CH:19]=[CH:18][CH:17]=[CH:16][CH:15]=1. (6) Reactant: [CH3:1][C:2](=[CH2:30])[C:3]([N:5]1[C@@:9]2([CH2:13][CH2:12][N:11]([C@@H:14]([C:19]([O:21]CC3C=CC=CC=3)=[O:20])[CH2:15][CH:16]([CH3:18])[CH3:17])[C:10]2=[O:29])[CH2:8][CH2:7][CH2:6]1)=[O:4].[OH-].[Na+].O. Product: [CH3:30][C:2](=[CH2:1])[C:3]([N:5]1[C@@:9]2([CH2:13][CH2:12][N:11]([C@@H:14]([C:19]([OH:21])=[O:20])[CH2:15][CH:16]([CH3:18])[CH3:17])[C:10]2=[O:29])[CH2:8][CH2:7][CH2:6]1)=[O:4]. The catalyst class is: 5. (7) Reactant: Br[C:2]1[C:3]2[CH2:19][N:18]([CH3:20])[CH2:17][CH2:16][C:4]=2[C:5]2[N:6]=[C:7]([O:14][CH3:15])[C:8]([O:12][CH3:13])=[N:9][C:10]=2[CH:11]=1.[Li][CH:22](CC)C.CI. Product: [CH3:15][O:14][C:7]1[C:8]([O:12][CH3:13])=[N:9][C:10]2[CH:11]=[C:2]([CH3:22])[C:3]3[CH2:19][N:18]([CH3:20])[CH2:17][CH2:16][C:4]=3[C:5]=2[N:6]=1. The catalyst class is: 7.